This data is from TCR-epitope binding with 47,182 pairs between 192 epitopes and 23,139 TCRs. The task is: Binary Classification. Given a T-cell receptor sequence (or CDR3 region) and an epitope sequence, predict whether binding occurs between them. The epitope is NLNESLIDL. The TCR CDR3 sequence is CASSSIFPGQGGSIRNQPQHF. Result: 0 (the TCR does not bind to the epitope).